This data is from Forward reaction prediction with 1.9M reactions from USPTO patents (1976-2016). The task is: Predict the product of the given reaction. (1) The product is: [CH:22]1([CH:25]([C:32]2[CH:37]=[CH:36][CH:35]=[C:34]([CH2:38][S:16][C:13]3[CH:14]=[CH:15][C:10]([C:3]4[CH:4]=[C:5]([O:8][CH3:9])[CH:6]=[CH:7][C:2]=4[F:1])=[C:11]([CH2:17][C:18]([CH3:21])([CH3:20])[CH3:19])[CH:12]=3)[CH:33]=2)[CH2:26][C:27]([O:29][CH2:30][CH3:31])=[O:28])[CH2:24][CH2:23]1. Given the reactants [F:1][C:2]1[CH:7]=[CH:6][C:5]([O:8][CH3:9])=[CH:4][C:3]=1[C:10]1[CH:15]=[CH:14][C:13]([SH:16])=[CH:12][C:11]=1[CH2:17][C:18]([CH3:21])([CH3:20])[CH3:19].[CH:22]1([CH:25]([C:32]2[CH:37]=[CH:36][CH:35]=[C:34]([CH2:38]OS(C)(=O)=O)[CH:33]=2)[CH2:26][C:27]([O:29][CH2:30][CH3:31])=[O:28])[CH2:24][CH2:23]1.C(=O)([O-])[O-].[K+].[K+].O, predict the reaction product. (2) Given the reactants [C@H:1]1([NH:10][C:11]2[CH:20]=[CH:19][C:18]3[C:17]([NH2:21])=[CH:16][CH:15]=[CH:14][C:13]=3[N:12]=2)[C:9]2[C:4](=[CH:5][CH:6]=[CH:7][CH:8]=2)[CH2:3][CH2:2]1.[CH:22]1([C:25](Cl)=[O:26])[CH2:24][CH2:23]1, predict the reaction product. The product is: [C@H:1]1([NH:10][C:11]2[CH:20]=[CH:19][C:18]3[C:13](=[CH:14][CH:15]=[CH:16][C:17]=3[NH:21][C:25]([CH:22]3[CH2:24][CH2:23]3)=[O:26])[N:12]=2)[C:9]2[C:4](=[CH:5][CH:6]=[CH:7][CH:8]=2)[CH2:3][CH2:2]1. (3) The product is: [CH2:1]([O:3][C:4]([C:5]1[NH:9][C:13](=[S:12])[NH:14][C:6]=1[CH3:7])=[O:11])[CH3:2]. Given the reactants [CH2:1]([O:3][C:4](=[O:11])[C:5](=[N:9]O)[C:6](=O)[CH3:7])[CH3:2].[S-:12][C:13]#[N:14].[K+], predict the reaction product. (4) Given the reactants [CH3:1][O:2][C:3](=[O:18])[C@@H:4]([N:13]1[CH:17]=[CH:16][CH:15]=[CH:14]1)[CH2:5][C:6]1[CH:11]=[CH:10][C:9]([OH:12])=[CH:8][CH:7]=1.[C:19](Cl)(=[O:21])[CH3:20], predict the reaction product. The product is: [CH3:1][O:2][C:3](=[O:18])[C@@H:4]([N:13]1[CH:17]=[CH:16][CH:15]=[CH:14]1)[CH2:5][C:6]1[CH:11]=[CH:10][C:9]([O:12][C:19](=[O:21])[CH3:20])=[CH:8][CH:7]=1.